Predict the product of the given reaction. From a dataset of Forward reaction prediction with 1.9M reactions from USPTO patents (1976-2016). (1) Given the reactants [Cl:1][C:2]1[CH:7]=[CH:6][C:5]([N:8]2[CH:13]=[CH:12][CH:11]=[CH:10][C:9]2=[O:14])=[CH:4][CH:3]=1.[Br-:15].[Br-].[Br-].C([N+](CCCC)(CCCC)CCCC)CCC.C([N+](CCCC)(CCCC)CCCC)CCC.C([N+](CCCC)(CCCC)CCCC)CCC, predict the reaction product. The product is: [Br:15][C:10]1[C:9](=[O:14])[N:8]([C:5]2[CH:6]=[CH:7][C:2]([Cl:1])=[CH:3][CH:4]=2)[CH:13]=[CH:12][CH:11]=1. (2) Given the reactants [C:1]([OH:4])(=O)[CH3:2].[CH3:5][C:6]1[CH:11]=[CH:10][C:9]([C:12]2[O:13][CH:14]=[CH:15][N:16]=2)=[CH:8][C:7]=1[C:17]1[CH:22]=[CH:21][C:20]([NH2:23])=[CH:19][CH:18]=1.C(Cl)CCl.CCOC(C)=O, predict the reaction product. The product is: [CH3:5][C:6]1[CH:11]=[CH:10][C:9]([C:12]2[O:13][CH:14]=[CH:15][N:16]=2)=[CH:8][C:7]=1[C:17]1[CH:22]=[CH:21][C:20]([NH:23][C:1](=[O:4])[CH3:2])=[CH:19][CH:18]=1. (3) Given the reactants C(=O)([O-])[O-].[K+].[K+].Cl[C:8]1[N:13]=[CH:12][C:11]([C:14]#[N:15])=[CH:10][CH:9]=1.[NH:16]1[CH:20]=[C:19]([CH2:21][OH:22])[N:18]=[CH:17]1, predict the reaction product. The product is: [OH:22][CH2:21][C:19]1[N:18]=[CH:17][N:16]([C:8]2[N:13]=[CH:12][C:11]([C:14]#[N:15])=[CH:10][CH:9]=2)[CH:20]=1. (4) The product is: [Br:1][C:2]1[CH:3]=[CH:4][C:5]([C:6]([C@@H:8]2[CH2:12][CH2:11][CH2:10][C@H:9]2[C:13]([O:15][CH3:20])=[O:14])=[O:7])=[CH:16][CH:17]=1. Given the reactants [Br:1][C:2]1[CH:17]=[CH:16][C:5]([C:6]([C@@H:8]2[CH2:12][CH2:11][CH2:10][C@H:9]2[C:13]([OH:15])=[O:14])=[O:7])=[CH:4][CH:3]=1.IC.[C:20]([O-])(O)=O.[Na+].O, predict the reaction product. (5) Given the reactants [OH-].[Na+].O.[CH:4](=[O:11])[CH2:5][CH2:6][CH2:7][CH2:8][CH2:9][CH3:10].[C:12]1(=[O:17])[CH2:16][CH2:15][CH2:14][CH2:13]1, predict the reaction product. The product is: [OH:11][CH:4]([CH:13]1[CH2:14][CH2:15][CH2:16][C:12]1=[O:17])[CH2:5][CH2:6][CH2:7][CH2:8][CH2:9][CH3:10].